From a dataset of Forward reaction prediction with 1.9M reactions from USPTO patents (1976-2016). Predict the product of the given reaction. (1) Given the reactants [F:1][C:2]([F:32])([F:31])[C:3]1[C:4]([C:9]2[CH:18]=[C:17]3[C:12]([C:13]([NH:20][C:21]4[CH:26]=[CH:25][C:24]([C:27]([F:30])([F:29])[F:28])=[CH:23][N:22]=4)=[CH:14][C:15](O)=[N:16]3)=[N:11][CH:10]=2)=[N:5][CH:6]=[CH:7][CH:8]=1.P(Cl)(Cl)([Cl:35])=O, predict the reaction product. The product is: [Cl:35][C:15]1[CH:14]=[C:13]([NH:20][C:21]2[CH:26]=[CH:25][C:24]([C:27]([F:30])([F:29])[F:28])=[CH:23][N:22]=2)[C:12]2[C:17](=[CH:18][C:9]([C:4]3[C:3]([C:2]([F:32])([F:31])[F:1])=[CH:8][CH:7]=[CH:6][N:5]=3)=[CH:10][N:11]=2)[N:16]=1. (2) Given the reactants [CH3:1][N:2]([C:4]([NH:6][C:7]([NH2:9])=[NH:8])=[NH:5])[CH3:3].C(O)(C)C.[C:14]([OH:17])(=[O:16])[CH3:15], predict the reaction product. The product is: [CH3:1][N:2]([C:4]([NH:6][C:7]([NH2:9])=[NH:8])=[NH:5])[CH3:3].[C:14]([O-:17])(=[O:16])[CH3:15]. (3) Given the reactants S(Cl)(Cl)(=O)=O.[CH3:27][S:24]([C:21]1[CH:22]=[CH:23][C:18]([S:17][S:17][C:18]2[CH:23]=[CH:22][C:21]([S:24]([CH3:27])(=[O:26])=[O:25])=[CH:20][CH:19]=2)=[CH:19][CH:20]=1)(=[O:26])=[O:25].[CH2:28]([O:30][C:31](=[O:47])[CH2:32][C:33]1[C:34]([CH3:46])=[CH:35][N:36]2[C:41]=1[CH:40]=[C:39]([C:42]([F:45])([F:44])[F:43])[CH:38]=[CH:37]2)[CH3:29], predict the reaction product. The product is: [CH2:28]([O:30][C:31](=[O:47])[CH2:32][C:33]1[C:34]([CH3:46])=[C:35]([S:17][C:18]2[CH:19]=[CH:20][C:21]([S:24]([CH3:27])(=[O:25])=[O:26])=[CH:22][CH:23]=2)[N:36]2[C:41]=1[CH:40]=[C:39]([C:42]([F:43])([F:44])[F:45])[CH:38]=[CH:37]2)[CH3:29].